Dataset: Full USPTO retrosynthesis dataset with 1.9M reactions from patents (1976-2016). Task: Predict the reactants needed to synthesize the given product. (1) Given the product [Cl:1][C:2]1[CH:9]=[C:8]([Cl:10])[CH:7]=[C:6]([F:11])[C:3]=1[CH2:4][NH2:5], predict the reactants needed to synthesize it. The reactants are: [Cl:1][C:2]1[CH:9]=[C:8]([Cl:10])[CH:7]=[C:6]([F:11])[C:3]=1[C:4]#[N:5].O.CO. (2) Given the product [Br:16][CH:2]([C:4]1[O:8][N:7]=[C:6]([C:9]2[CH:14]=[CH:13][CH:12]=[CH:11][N:10]=2)[CH:5]=1)[CH3:3], predict the reactants needed to synthesize it. The reactants are: O[CH:2]([C:4]1[O:8][N:7]=[C:6]([C:9]2[CH:14]=[CH:13][CH:12]=[CH:11][N:10]=2)[CH:5]=1)[CH3:3].C(Br)(Br)(Br)[Br:16]. (3) Given the product [Br:1][C:2]1[CH:3]=[C:4]([O:9][CH3:13])[C:17](=[O:18])[N:15]([CH3:16])[CH:14]=1, predict the reactants needed to synthesize it. The reactants are: [Br:1][C:2]1[CH:3]=[C:4]([OH:9])C(=O)NC=1.[H-].[Na+].I[CH3:13].[CH3:14][N:15]([CH:17]=[O:18])[CH3:16].